This data is from Full USPTO retrosynthesis dataset with 1.9M reactions from patents (1976-2016). The task is: Predict the reactants needed to synthesize the given product. (1) Given the product [C:25]([NH:29][S:30]([C:33]1[CH:34]=[CH:35][CH:36]=[C:37]([C:2]2[N:7]=[C:6]([C:8]3[CH:13]=[C:12]([C:14]4[CH:19]=[CH:18][C:17]([C:20]([F:23])([F:22])[F:21])=[CH:16][CH:15]=4)[CH:11]=[C:10]([CH3:24])[N:9]=3)[CH:5]=[CH:4][N:3]=2)[CH:38]=1)(=[O:32])=[O:31])([CH3:28])([CH3:26])[CH3:27], predict the reactants needed to synthesize it. The reactants are: Cl[C:2]1[N:7]=[C:6]([C:8]2[CH:13]=[C:12]([C:14]3[CH:19]=[CH:18][C:17]([C:20]([F:23])([F:22])[F:21])=[CH:16][CH:15]=3)[CH:11]=[C:10]([CH3:24])[N:9]=2)[CH:5]=[CH:4][N:3]=1.[C:25]([NH:29][S:30]([C:33]1[CH:34]=[C:35](B(O)O)[CH:36]=[CH:37][CH:38]=1)(=[O:32])=[O:31])([CH3:28])([CH3:27])[CH3:26]. (2) Given the product [CH:1]1([C@H:4]2[C@H:13]([CH3:14])[C@@H:12]([NH:15][C:16]3[N:17]=[CH:18][CH:19]=[CH:20][N:21]=3)[C:11]3[C:6](=[CH:7][CH:8]=[C:9]([C:22]4[CH2:23][CH2:24][N:25]([CH2:32][CH2:33][OH:34])[CH2:26][CH:27]=4)[CH:10]=3)[N:5]2[C:28](=[O:30])[CH3:29])[CH2:3][CH2:2]1, predict the reactants needed to synthesize it. The reactants are: [CH:1]1([C@H:4]2[C@H:13]([CH3:14])[C@@H:12]([NH:15][C:16]3[N:21]=[CH:20][CH:19]=[CH:18][N:17]=3)[C:11]3[C:6](=[CH:7][CH:8]=[C:9]([C:22]4[CH2:23][CH2:24][NH:25][CH2:26][CH:27]=4)[CH:10]=3)[N:5]2[C:28](=[O:30])[CH3:29])[CH2:3][CH2:2]1.Br[CH2:32][CH2:33][OH:34].CCN(C(C)C)C(C)C.